This data is from NCI-60 drug combinations with 297,098 pairs across 59 cell lines. The task is: Regression. Given two drug SMILES strings and cell line genomic features, predict the synergy score measuring deviation from expected non-interaction effect. Drug 1: CC1=C2C(C(=O)C3(C(CC4C(C3C(C(C2(C)C)(CC1OC(=O)C(C(C5=CC=CC=C5)NC(=O)C6=CC=CC=C6)O)O)OC(=O)C7=CC=CC=C7)(CO4)OC(=O)C)O)C)OC(=O)C. Drug 2: CC1CCCC2(C(O2)CC(NC(=O)CC(C(C(=O)C(C1O)C)(C)C)O)C(=CC3=CSC(=N3)C)C)C. Cell line: MDA-MB-231. Synergy scores: CSS=35.1, Synergy_ZIP=-3.39, Synergy_Bliss=-1.72, Synergy_Loewe=-7.38, Synergy_HSA=0.750.